Regression/Classification. Given a drug SMILES string, predict its absorption, distribution, metabolism, or excretion properties. Task type varies by dataset: regression for continuous measurements (e.g., permeability, clearance, half-life) or binary classification for categorical outcomes (e.g., BBB penetration, CYP inhibition). Dataset: hlm. From a dataset of Human liver microsome stability data. (1) The compound is O=C(O)Cc1ccccc1OCC[C@H]1Oc2ccccc2N(CCCCCCF)C1=O. The result is 0 (unstable in human liver microsomes). (2) The drug is Cc1ccc2c(C(C[N+](=O)[O-])c3cccs3)c(-c3ccccc3)[nH]c2c1. The result is 0 (unstable in human liver microsomes). (3) The molecule is Nc1cc(-c2ccco2)c2oc(-c3ccco3)nc2c1. The result is 0 (unstable in human liver microsomes). (4) The compound is COc1ccc2nc3cc(Cl)ccc3c(N=C(C)NCCCN3CCCCC3)c2n1. The result is 1 (stable in human liver microsomes). (5) The drug is N#Cc1ccsc1Cn1c(N2CCC[C@@H](N)C2)ncc(Br)c1=O. The result is 0 (unstable in human liver microsomes).